From a dataset of Reaction yield outcomes from USPTO patents with 853,638 reactions. Predict the reaction yield, written as a fraction of the theoretical maximum amount of product (1.0 means a 100% yield; for example, 0.34 means a 34% yield). The reactants are [Cl:1][C:2]1[CH:7]=[C:6]([Cl:8])[CH:5]=[CH:4][C:3]=1[CH:9]1[S:15][C:14]([CH3:17])([CH3:16])[CH2:13][NH:12][C:11]2[N:18]([CH3:22])[N:19]=[C:20]([CH3:21])[C:10]1=2.C1C=C(Cl)C=C(C(OO)=[O:31])C=1.C(=O)(O)[O-].[Na+]. The catalyst is C(Cl)Cl. The product is [Cl:1][C:2]1[CH:7]=[C:6]([Cl:8])[CH:5]=[CH:4][C:3]=1[CH:9]1[S:15](=[O:31])[C:14]([CH3:17])([CH3:16])[CH2:13][NH:12][C:11]2[N:18]([CH3:22])[N:19]=[C:20]([CH3:21])[C:10]1=2. The yield is 0.620.